This data is from Forward reaction prediction with 1.9M reactions from USPTO patents (1976-2016). The task is: Predict the product of the given reaction. (1) Given the reactants [N+:1]([C:4]1[CH:12]=[C:11]2[C:7]([C:8]([CH:21]=[CH2:22])=[N:9][N:10]2[CH2:13][O:14][CH2:15][CH2:16][Si:17]([CH3:20])([CH3:19])[CH3:18])=[CH:6][CH:5]=1)([O-])=O.[H][H], predict the reaction product. The product is: [CH2:21]([C:8]1[C:7]2[C:11](=[CH:12][C:4]([NH2:1])=[CH:5][CH:6]=2)[N:10]([CH2:13][O:14][CH2:15][CH2:16][Si:17]([CH3:19])([CH3:18])[CH3:20])[N:9]=1)[CH3:22]. (2) Given the reactants [F:1][C:2]1[CH:26]=[C:25]([F:27])[CH:24]=[CH:23][C:3]=1[C:4]([NH:6][C:7]1[CH:12]=[C:11]([O:13][CH2:14][CH2:15][O:16][CH3:17])[CH:10]=[CH:9][C:8]=1/[CH:18]=[CH:19]/[C:20](O)=[O:21])=[O:5].CC1C=CC=C([N+]([O-])=O)C=1C(OC(=O)C1C([N+]([O-])=O)=CC=CC=1C)=O.[CH2:53]([S:58]([NH2:61])(=[O:60])=[O:59])[CH2:54][CH2:55][CH2:56][CH3:57].[Cl-].[NH4+], predict the reaction product. The product is: [F:1][C:2]1[CH:26]=[C:25]([F:27])[CH:24]=[CH:23][C:3]=1[C:4]([NH:6][C:7]1[CH:12]=[C:11]([O:13][CH2:14][CH2:15][O:16][CH3:17])[CH:10]=[CH:9][C:8]=1/[CH:18]=[CH:19]/[C:20](=[O:21])[NH:61][S:58]([CH2:53][CH2:54][CH2:55][CH2:56][CH3:57])(=[O:60])=[O:59])=[O:5]. (3) Given the reactants [Cl:1][C:2]1[C:3]([C:21](=[O:29])[NH:22][C:23]2[CH:28]=[CH:27][CH:26]=[CH:25][CH:24]=2)=[C:4]([NH:8][C:9](=O)[C@@H:10]([NH:12][C:13](=[O:19])[O:14][C:15]([CH3:18])([CH3:17])[CH3:16])[CH3:11])[CH:5]=[CH:6][CH:7]=1.C(#N)C.C(N(CC)CC)C.Cl[Si](C)(C)C, predict the reaction product. The product is: [Cl:1][C:2]1[CH:7]=[CH:6][CH:5]=[C:4]2[C:3]=1[C:21](=[O:29])[N:22]([C:23]1[CH:28]=[CH:27][CH:26]=[CH:25][CH:24]=1)[C:9]([C@@H:10]([NH:12][C:13](=[O:19])[O:14][C:15]([CH3:18])([CH3:17])[CH3:16])[CH3:11])=[N:8]2. (4) Given the reactants Cl[C:2]1[C:7]([O:8][C:9]2[CH:14]=[CH:13][CH:12]=[CH:11][C:10]=2[O:15][CH3:16])=[C:6]([Cl:17])[N:5]=[C:4]([C:18]2[CH:23]=[CH:22][N:21]=[CH:20][CH:19]=2)[N:3]=1.[K+].[CH:25]([C:28]1[CH:29]=[CH:30][C:31]([S:34]([NH-:37])(=[O:36])=[O:35])=[N:32][CH:33]=1)([CH3:27])[CH3:26], predict the reaction product. The product is: [CH:25]([C:28]1[CH:29]=[CH:30][C:31]([S:34]([NH:37][C:2]2[C:7]([O:8][C:9]3[CH:14]=[CH:13][CH:12]=[CH:11][C:10]=3[O:15][CH3:16])=[C:6]([Cl:17])[N:5]=[C:4]([C:18]3[CH:23]=[CH:22][N:21]=[CH:20][CH:19]=3)[N:3]=2)(=[O:36])=[O:35])=[N:32][CH:33]=1)([CH3:27])[CH3:26]. (5) Given the reactants [CH3:1][N:2]1[C:6]([C:7]([F:10])([F:9])[F:8])=[CH:5][C:4](=[O:11])[NH:3]1.[H-].[Na+].[CH3:14][N:15]1[C:19]([O:20][C:21]2[CH:22]=[C:23](F)[CH:24]=[C:25]([F:27])[CH:26]=2)=[CH:18][C:17]([C:29]([F:32])([F:31])[F:30])=[N:16]1.O, predict the reaction product. The product is: [CH3:1][N:2]1[C:6]([C:7]([F:8])([F:9])[F:10])=[CH:5][C:4]([O:11][C:23]2[CH:24]=[C:25]([F:27])[CH:26]=[C:21]([O:20][C:19]3[N:15]([CH3:14])[N:16]=[C:17]([C:29]([F:32])([F:30])[F:31])[CH:18]=3)[CH:22]=2)=[N:3]1.